Dataset: Reaction yield outcomes from USPTO patents with 853,638 reactions. Task: Predict the reaction yield, written as a fraction of the theoretical maximum amount of product (1.0 means a 100% yield; for example, 0.34 means a 34% yield). (1) The reactants are [CH3:1][C:2]1[N:3]([C:11]2[CH:16]=[CH:15][C:14]([OH:17])=[CH:13][CH:12]=2)[C:4]2[C:9]([CH:10]=1)=[CH:8][CH:7]=[CH:6][CH:5]=2.Br[CH2:19][CH2:20][CH2:21][Cl:22].C(=O)([O-])[O-].[K+].[K+]. The catalyst is CC(=O)CC. The product is [Cl:22][CH2:21][CH2:20][CH2:19][O:17][C:14]1[CH:15]=[CH:16][C:11]([N:3]2[C:4]3[C:9](=[CH:8][CH:7]=[CH:6][CH:5]=3)[CH:10]=[C:2]2[CH3:1])=[CH:12][CH:13]=1. The yield is 0.560. (2) The reactants are OCC(C)(C)C(=O)CC#N.C[O:12][CH2:13][C:14]([C:17]1[O:21][N:20]=[C:19]([NH2:22])[CH:18]=1)([CH3:16])[CH3:15]. No catalyst specified. The product is [NH2:22][C:19]1[CH:18]=[C:17]([C:14]([CH3:16])([CH3:15])[CH2:13][OH:12])[O:21][N:20]=1. The yield is 0.490. (3) The reactants are [Cl:1][C:2]1[CH:28]=[CH:27][C:5]([CH2:6][S:7][C@@H:8]2[CH2:13][O:12][C@@H:11](/[C:14](/[CH3:26])=[CH:15]/[C:16]3[CH:21]=[CH:20][C:19]([C:22]([F:25])([F:24])[F:23])=[CH:18][CH:17]=3)[O:10][CH2:9]2)=[CH:4][CH:3]=1.ClC1C=CC=C(C(OO)=[O:37])C=1. The catalyst is C(Cl)Cl. The product is [Cl:1][C:2]1[CH:3]=[CH:4][C:5]([CH2:6][S:7]([C@@H:8]2[CH2:9][O:10][C@@H:11](/[C:14](/[CH3:26])=[CH:15]/[C:16]3[CH:21]=[CH:20][C:19]([C:22]([F:24])([F:23])[F:25])=[CH:18][CH:17]=3)[O:12][CH2:13]2)=[O:37])=[CH:27][CH:28]=1. The yield is 0.830.